From a dataset of Full USPTO retrosynthesis dataset with 1.9M reactions from patents (1976-2016). Predict the reactants needed to synthesize the given product. Given the product [NH2:1][C:2]1[C:3]([C:29]2[CH:30]=[CH:31][C:26]([C:24]([NH:23][CH2:16][C:17]3[CH:18]=[CH:19][CH:20]=[CH:21][CH:22]=3)=[O:25])=[C:27]([F:35])[CH:28]=2)=[CH:4][C:5]([C@@H:8]2[CH2:12][CH2:11][S:10](=[O:14])(=[O:13])[CH2:9]2)=[CH:6][N:7]=1.[NH2:1][C:2]1[C:3]([C:29]2[CH:30]=[CH:31][C:26]([C:24]([NH:23][CH2:16][C:17]3[CH:18]=[CH:19][CH:20]=[CH:21][CH:22]=3)=[O:25])=[C:27]([F:35])[CH:28]=2)=[CH:4][C:5]([C@H:8]2[CH2:12][CH2:11][S:10](=[O:14])(=[O:13])[CH2:9]2)=[CH:6][N:7]=1, predict the reactants needed to synthesize it. The reactants are: [NH2:1][C:2]1[N:7]=[CH:6][C:5]([CH:8]2[CH2:12][CH2:11][S:10](=[O:14])(=[O:13])[CH2:9]2)=[CH:4][C:3]=1Br.[CH2:16]([NH:23][C:24]([C:26]1[CH:31]=[CH:30][C:29](B(O)O)=[CH:28][C:27]=1[F:35])=[O:25])[C:17]1[CH:22]=[CH:21][CH:20]=[CH:19][CH:18]=1.C([O-])([O-])=O.[Na+].[Na+].COCCOC.